This data is from Forward reaction prediction with 1.9M reactions from USPTO patents (1976-2016). The task is: Predict the product of the given reaction. (1) The product is: [C:1]([O:5][C:6]([N:8]1[CH2:14][CH2:13][CH2:12][N:11]([C:15]2[CH:20]=[CH:19][C:18]([NH2:21])=[C:17]([C:24]([NH:26][CH2:27][C:28]([O:30][CH3:31])=[O:29])=[O:25])[CH:16]=2)[CH2:10][CH2:9]1)=[O:7])([CH3:4])([CH3:3])[CH3:2]. Given the reactants [C:1]([O:5][C:6]([N:8]1[CH2:14][CH2:13][CH2:12][N:11]([C:15]2[CH:20]=[CH:19][C:18]([N+:21]([O-])=O)=[C:17]([C:24]([NH:26][CH2:27][C:28]([O:30][CH3:31])=[O:29])=[O:25])[CH:16]=2)[CH2:10][CH2:9]1)=[O:7])([CH3:4])([CH3:3])[CH3:2].O, predict the reaction product. (2) Given the reactants C(OC(=O)[NH:7][C@@H:8]1[CH2:13][CH2:12][CH2:11][N:10]([C:14]2[C:19]([O:20][CH3:21])=[CH:18][N:17]=[C:16]3[NH:22][CH:23]=[C:24]([NH:25][C:26]([C:28]4[CH:29]=[N:30][N:31]([CH2:33][C:34]5[CH:39]=[CH:38][CH:37]=[CH:36][CH:35]=5)[CH:32]=4)=[O:27])[C:15]=23)[CH2:9]1)(C)(C)C.C(O)(C(F)(F)[F:44])=O, predict the reaction product. The product is: [NH2:7][C@@H:8]1[CH2:13][CH2:12][CH2:11][N:10]([C:14]2[C:19]([O:20][CH3:21])=[CH:18][N:17]=[C:16]3[NH:22][CH:23]=[C:24]([NH:25][C:26]([C:28]4[CH:29]=[N:30][N:31]([CH2:33][C:34]5[CH:39]=[CH:38][C:37]([F:44])=[CH:36][CH:35]=5)[CH:32]=4)=[O:27])[C:15]=23)[CH2:9]1. (3) Given the reactants [O:1]1[C:8]2[CH:7]=[C:6]([C:9]([O-:11])=[O:10])[NH:5][C:4]=2[CH:3]=[CH:2]1.[Na+].Cl[CH2:14][C:15]([N:17]1[CH2:22][CH2:21][O:20][CH2:19][CH2:18]1)=[O:16], predict the reaction product. The product is: [O:1]1[C:8]2[CH:7]=[C:6]([C:9]([O:11][CH2:14][C:15]([N:17]3[CH2:22][CH2:21][O:20][CH2:19][CH2:18]3)=[O:16])=[O:10])[NH:5][C:4]=2[CH:3]=[CH:2]1.